Dataset: Retrosynthesis with 50K atom-mapped reactions and 10 reaction types from USPTO. Task: Predict the reactants needed to synthesize the given product. (1) The reactants are: CCc1cc(C)c(-c2cccc(C(=O)CC(=O)OC(C)(C)C)c2)cn1.Cc1cc(NC(=O)OC(C)(C)C)c(N)cc1C(F)(F)F. Given the product CCc1cc(C)c(-c2cccc(C(=O)CC(=O)Nc3cc(C(F)(F)F)c(C)cc3NC(=O)OC(C)(C)C)c2)cn1, predict the reactants needed to synthesize it. (2) Given the product CON1CCC(C#N)(NC2CC2)CC1, predict the reactants needed to synthesize it. The reactants are: CON1CCC(=O)CC1.NC1CC1.[C-]#N. (3) Given the product COc1cc(OC)c(F)c(NCc2cnc3[nH]ccc3c2Cl)c1F, predict the reactants needed to synthesize it. The reactants are: COc1cc(OC)c(F)c(/N=C/c2cnc3[nH]ccc3c2Cl)c1F. (4) Given the product CCOC(=O)C(C)(C)Oc1ccc(OCCc2nc(-c3ccc(-c4ccc(OC)cc4)cc3)oc2C)cc1, predict the reactants needed to synthesize it. The reactants are: CCOC(=O)C(C)(C)Oc1ccc(OCCc2nc(-c3ccc(Br)cc3)oc2C)cc1.COc1ccc(B(O)O)cc1. (5) Given the product CC1CCN(CCCCn2c(=O)oc3ccccc32)CC1, predict the reactants needed to synthesize it. The reactants are: CC1CCNCC1.O=c1oc2ccccc2n1CCCCCl. (6) The reactants are: CC(C)c1ccc(C=O)cc1.FC(F)(F)c1nnc2ccc(N3CCNCC3)nn12. Given the product CC(C)c1ccc(CN2CCN(c3ccc4nnc(C(F)(F)F)n4n3)CC2)cc1, predict the reactants needed to synthesize it. (7) Given the product CCOC(=O)/C=C/c1cccc(COCOC)c1, predict the reactants needed to synthesize it. The reactants are: C=CC(=O)OCC.COCOCc1cccc(Br)c1.